From a dataset of Reaction yield outcomes from USPTO patents with 853,638 reactions. Predict the reaction yield, written as a fraction of the theoretical maximum amount of product (1.0 means a 100% yield; for example, 0.34 means a 34% yield). (1) The reactants are [Br:1][C:2]1[CH:3]=[C:4]2[C:9](=[CH:10][CH:11]=1)[C:8](=[O:12])[NH:7][CH:6]=[C:5]2[S:13][CH:14]1[CH2:19][CH2:18][N:17]([C:20]([O:22][C:23]([CH3:26])([CH3:25])[CH3:24])=[O:21])[CH2:16][CH2:15]1.Br[CH2:28][C:29]([CH3:40])([CH3:39])[CH2:30][O:31][Si:32]([C:35]([CH3:38])([CH3:37])[CH3:36])([CH3:34])[CH3:33].C(=O)([O-])[O-].[Cs+].[Cs+]. The catalyst is CN(C=O)C. The product is [CH2:23]([O:22][CH2:20][CH3:28])[CH3:26].[CH3:11][CH2:2][CH2:3][CH:4]([CH3:9])[CH3:5].[Br:1][C:2]1[CH:3]=[C:4]2[C:9](=[CH:10][CH:11]=1)[C:8](=[O:12])[N:7]([CH2:28][C:29]([CH3:40])([CH3:39])[CH2:30][O:31][Si:32]([C:35]([CH3:38])([CH3:37])[CH3:36])([CH3:33])[CH3:34])[CH:6]=[C:5]2[S:13][CH:14]1[CH2:15][CH2:16][N:17]([C:20]([O:22][C:23]([CH3:26])([CH3:25])[CH3:24])=[O:21])[CH2:18][CH2:19]1. The yield is 0.250. (2) The reactants are [CH3:1][O:2][C:3]1[C:8]2[N:9]=[N:10][N:11]([CH2:14][C:15]([OH:17])=O)[C:12](=[O:13])[C:7]=2[CH:6]=[CH:5][CH:4]=1.[CH3:18][O:19][C:20]1[CH:25]=[CH:24][C:23]([C@@H:26]([NH2:28])[CH3:27])=[CH:22][CH:21]=1. No catalyst specified. The product is [CH3:1][O:2][C:3]1[C:8]2[N:9]=[N:10][N:11]([CH2:14][C:15]([NH:28][C@H:26]([C:23]3[CH:24]=[CH:25][C:20]([O:19][CH3:18])=[CH:21][CH:22]=3)[CH3:27])=[O:17])[C:12](=[O:13])[C:7]=2[CH:6]=[CH:5][CH:4]=1. The yield is 0.380. (3) The reactants are [C:1]([O:5][C@@H:6]([C:11]1[C:40]([CH3:41])=[C:39]([Br:42])[C:38]2=[N:43][C:35]3=[C:36](Br)[N:37]2[C:12]=1[N:13]1[CH2:49][CH2:48][C:16]([CH3:50])([O:17][CH2:18][CH2:19][CH2:20][CH2:21][C@H:22]([CH3:47])[O:23][C:24]2[C:25]([F:46])=[CH:26][CH:27]=[CH:28][C:29]=2[C:30]2[CH:45]=[C:34]3[CH:33]=[CH:32][CH:31]=2)[CH2:15][CH2:14]1)[C:7]([O:9][CH3:10])=[O:8])([CH3:4])([CH3:3])[CH3:2].C([O-])=O.[NH4+]. The catalyst is CN(C=O)C.C(OCC)(=O)C.C1C=CC([P]([Pd]([P](C2C=CC=CC=2)(C2C=CC=CC=2)C2C=CC=CC=2)([P](C2C=CC=CC=2)(C2C=CC=CC=2)C2C=CC=CC=2)[P](C2C=CC=CC=2)(C2C=CC=CC=2)C2C=CC=CC=2)(C2C=CC=CC=2)C2C=CC=CC=2)=CC=1. The product is [Br:42][C:39]1[C:38]2=[N:43][C:35]3=[CH:36][N:37]2[C:12]([N:13]2[CH2:14][CH2:15][C:16]([CH3:50])([O:17][CH2:18][CH2:19][CH2:20][CH2:21][C@H:22]([CH3:47])[O:23][C:24]4[C:25]([F:46])=[CH:26][CH:27]=[CH:28][C:29]=4[C:30]4[CH:45]=[C:34]3[CH:33]=[CH:32][CH:31]=4)[CH2:48][CH2:49]2)=[C:11]([C@H:6]([O:5][C:1]([CH3:4])([CH3:3])[CH3:2])[C:7]([O:9][CH3:10])=[O:8])[C:40]=1[CH3:41]. The yield is 0.596.